Dataset: Full USPTO retrosynthesis dataset with 1.9M reactions from patents (1976-2016). Task: Predict the reactants needed to synthesize the given product. (1) Given the product [CH2:1]([N:8]1[CH2:13][CH2:12][C:11]2([CH2:14][C:16]3[C:21]([CH3:22])=[C:20]([OH:23])[C:19]([CH3:25])=[C:18]([CH3:26])[C:17]=3[O:27]2)[CH2:10][CH2:9]1)[C:2]1[CH:7]=[CH:6][CH:5]=[CH:4][CH:3]=1, predict the reactants needed to synthesize it. The reactants are: [CH2:1]([N:8]1[CH2:13][CH2:12][CH:11]([CH:14]([C:16]2[C:21]([CH3:22])=[C:20]([O:23]C)[C:19]([CH3:25])=[C:18]([CH3:26])[C:17]=2[O:27]C)O)[CH2:10][CH2:9]1)[C:2]1[CH:7]=[CH:6][CH:5]=[CH:4][CH:3]=1.Br.[OH-].[Na+]. (2) Given the product [F:19][C:18]([F:20])([S:2]([O-:5])(=[O:4])=[O:3])[CH:17]([F:26])[O:21][C:22]([F:25])([F:24])[F:23].[K+:6], predict the reactants needed to synthesize it. The reactants are: O.[S:2]([O-:5])([O-:4])=[O:3].[K+:6].[K+].S(S([O-])=O)([O-])(=O)=O.[K+].[K+].[C:17]([F:26])([O:21][C:22]([F:25])([F:24])[F:23])=[C:18]([F:20])[F:19]. (3) Given the product [C:1]([NH:4][C:5]1[CH:6]=[CH:7][C:8]([NH:11][C:12]([N:34]2[CH2:35][CH2:36][N:31]([C:28]3[S:29][CH:30]=[C:26]([C:20]4[CH:25]=[CH:24][CH:23]=[CH:22][CH:21]=4)[N:27]=3)[CH2:32][CH2:33]2)=[O:19])=[CH:9][CH:10]=1)(=[O:3])[CH3:2], predict the reactants needed to synthesize it. The reactants are: [C:1]([NH:4][C:5]1[CH:10]=[CH:9][C:8]([NH:11][C:12](=[O:19])OCC(Cl)(Cl)Cl)=[CH:7][CH:6]=1)(=[O:3])[CH3:2].[C:20]1([C:26]2[N:27]=[C:28]([N:31]3[CH2:36][CH2:35][NH:34][CH2:33][CH2:32]3)[S:29][CH:30]=2)[CH:25]=[CH:24][CH:23]=[CH:22][CH:21]=1.C(N(C(C)C)CC)(C)C.CS(C)=O. (4) Given the product [C:28]1([C:12]2[N:13]([C:18]3[CH:23]=[CH:22][CH:21]=[C:20]([C:24]([F:25])([F:26])[F:27])[CH:19]=3)[N:14]=[C:15]3[C:11]=2[CH2:10][CH2:9][NH:8][CH2:17][CH2:16]3)[CH:33]=[CH:32][CH:31]=[CH:30][CH:29]=1, predict the reactants needed to synthesize it. The reactants are: C(OC([N:8]1[CH2:17][CH2:16][C:15]2[C:11](=[C:12]([C:28]3[CH:33]=[CH:32][CH:31]=[CH:30][CH:29]=3)[N:13]([C:18]3[CH:23]=[CH:22][CH:21]=[C:20]([C:24]([F:27])([F:26])[F:25])[CH:19]=3)[N:14]=2)[CH2:10][CH2:9]1)=O)(C)(C)C.C(OC(N1CCC2C(=C(OS(C(F)(F)F)(=O)=O)N(C3C=CC=C(C(F)(F)F)C=3)N=2)CC1)=O)(C)(C)C.C1(B(O)O)C=CC=CC=1. (5) Given the product [I:1][C:2]1[CH:8]=[CH:7][C:5]([NH:6][C:14](=[O:15])[CH2:13][C:12]([OH:17])=[O:11])=[CH:4][CH:3]=1, predict the reactants needed to synthesize it. The reactants are: [I:1][C:2]1[CH:8]=[CH:7][C:5]([NH2:6])=[CH:4][CH:3]=1.CC1(C)[O:15][C:14](=O)[CH2:13][C:12](=[O:17])[O:11]1. (6) The reactants are: Cl[CH2:2][C:3]1[CH:13]=[CH:12][C:6]2[N:7]=[C:8]([S:10][CH3:11])[S:9][C:5]=2[CH:4]=1.[NH:14]1[CH:18]=[C:17]([C:19]([O:21][CH3:22])=[O:20])[N:16]=[CH:15]1.C([O-])([O-])=O.[K+].[K+]. Given the product [CH3:11][S:10][C:8]1[S:9][C:5]2[CH:4]=[C:3]([CH2:2][N:14]3[CH:18]=[C:17]([C:19]([O:21][CH3:22])=[O:20])[N:16]=[CH:15]3)[CH:13]=[CH:12][C:6]=2[N:7]=1, predict the reactants needed to synthesize it. (7) The reactants are: [BH4-].[Li+].Cl[Si](C)(C)C.[NH2:8][C@H:9]([C:13]1[S:14][CH:15]=[CH:16][CH:17]=1)[C:10](O)=[O:11].CO. Given the product [NH2:8][C@H:9]([C:13]1[S:14][CH:15]=[CH:16][CH:17]=1)[CH2:10][OH:11], predict the reactants needed to synthesize it.